From a dataset of Full USPTO retrosynthesis dataset with 1.9M reactions from patents (1976-2016). Predict the reactants needed to synthesize the given product. (1) Given the product [Cl:21][C:5]1[C:6]([NH:8][C:9]2[CH:14]=[CH:13][CH:12]=[CH:11][C:10]=2[S:15]([N:18]([CH3:20])[CH3:19])(=[O:17])=[O:16])=[N:7][C:2]([NH:40][C:38]2[C:37]([O:41][CH3:42])=[CH:36][C:33]3[CH2:34][CH2:35][N:29]([CH2:28][CH:23]4[CH2:24][O:25][CH2:26][CH2:27][O:22]4)[CH2:30][CH2:31][C:32]=3[CH:39]=2)=[N:3][CH:4]=1, predict the reactants needed to synthesize it. The reactants are: Cl[C:2]1[N:7]=[C:6]([NH:8][C:9]2[CH:14]=[CH:13][CH:12]=[CH:11][C:10]=2[S:15]([N:18]([CH3:20])[CH3:19])(=[O:17])=[O:16])[C:5]([Cl:21])=[CH:4][N:3]=1.[O:22]1[CH2:27][CH2:26][O:25][CH2:24][CH:23]1[CH2:28][N:29]1[CH2:35][CH2:34][C:33]2[CH:36]=[C:37]([O:41][CH3:42])[C:38]([NH2:40])=[CH:39][C:32]=2[CH2:31][CH2:30]1. (2) Given the product [Br:1][C:2]1[C:3]([N+:19]([O-:21])=[O:20])=[C:4]2[C:9](=[CH:10][CH:11]=1)[N:8]=[C:7]([C:12]1[S:16][C:15]([CH3:17])=[N:14][C:13]=1[CH3:18])[CH:6]=[CH:5]2, predict the reactants needed to synthesize it. The reactants are: [Br:1][C:2]1[CH:3]=[C:4]2[C:9](=[CH:10][CH:11]=1)[N:8]=[C:7]([C:12]1[S:16][C:15]([CH3:17])=[N:14][C:13]=1[CH3:18])[CH:6]=[CH:5]2.[N+:19]([O-])([OH:21])=[O:20]. (3) Given the product [C:43]([N:7]1[CH2:8][CH2:9][C:5]2([CH2:1][N:2]([C:10]3[CH:11]=[N:12][C:13]([O:19][C:20]4[CH:21]=[CH:22][C:23]([O:26][C:27]5[CH:32]=[CH:31][CH:30]=[C:29]([F:33])[CH:28]=5)=[CH:24][CH:25]=4)=[C:14]([CH:18]=3)[C:15]([NH2:17])=[O:16])[CH2:3][CH2:4]2)[CH2:6]1)(=[O:46])[CH:44]=[CH2:45], predict the reactants needed to synthesize it. The reactants are: [CH2:1]1[C:5]2([CH2:9][CH2:8][NH:7][CH2:6]2)[CH2:4][CH2:3][N:2]1[C:10]1[CH:11]=[N:12][C:13]([O:19][C:20]2[CH:25]=[CH:24][C:23]([O:26][C:27]3[CH:32]=[CH:31][CH:30]=[C:29]([F:33])[CH:28]=3)=[CH:22][CH:21]=2)=[C:14]([CH:18]=1)[C:15]([NH2:17])=[O:16].C(N(CC)C(C)C)(C)C.[C:43](Cl)(=[O:46])[CH:44]=[CH2:45]. (4) Given the product [Br:5][CH:6]([CH3:10])[C:7]([C:17]1[CH:16]=[CH:15][C:14]([O:18][CH3:19])=[CH:13][C:12]=1[Cl:11])=[O:8], predict the reactants needed to synthesize it. The reactants are: [Cl-].[Al+3].[Cl-].[Cl-].[Br:5][CH:6]([CH3:10])[C:7](Br)=[O:8].[Cl:11][C:12]1[CH:13]=[C:14]([O:18][CH3:19])[CH:15]=[CH:16][CH:17]=1.Cl. (5) Given the product [CH3:60][O:59][C:52]1[C:51]([CH2:36]/[CH:35]=[C:34](\[CH3:38])/[CH2:33][CH2:32]/[CH:31]=[C:30](\[CH3:39])/[CH2:29][CH2:28]/[CH:27]=[C:26](\[CH3:40])/[CH2:25][CH2:24]/[CH:23]=[C:22](\[CH3:41])/[CH2:21][CH2:20]/[CH:19]=[C:18](\[CH3:42])/[CH2:17][CH2:16]/[CH:15]=[C:14](\[CH3:43])/[CH2:13][CH2:12]/[CH:11]=[C:10](\[CH3:44])/[CH2:9][CH2:8]/[CH:7]=[C:6](\[CH3:45])/[CH2:5][CH2:4][CH:3]=[C:2]([CH3:46])[CH3:1])=[C:50]([CH3:61])[C:49]([O:48][CH3:47])=[C:54]([O:55][CH3:56])[C:53]=1[O:57][CH3:58], predict the reactants needed to synthesize it. The reactants are: [CH3:1][C:2]([CH3:46])=[CH:3][CH2:4][CH2:5]/[C:6](/[CH3:45])=[CH:7]/[CH2:8][CH2:9]/[C:10](/[CH3:44])=[CH:11]/[CH2:12][CH2:13]/[C:14](/[CH3:43])=[CH:15]/[CH2:16][CH2:17]/[C:18](/[CH3:42])=[CH:19]/[CH2:20][CH2:21]/[C:22](/[CH3:41])=[CH:23]/[CH2:24][CH2:25]/[C:26](/[CH3:40])=[CH:27]/[CH2:28][CH2:29]/[C:30](/[CH3:39])=[CH:31]/[CH2:32][CH2:33]/[C:34](/[CH3:38])=[CH:35]/[CH2:36]O.[CH3:47][O:48][C:49]1[C:54]([O:55][CH3:56])=[C:53]([O:57][CH3:58])[C:52]([O:59][CH3:60])=[CH:51][C:50]=1[CH3:61]. (6) The reactants are: [NH:1]1[C:6]2[CH:7]=[CH:8][CH:9]=[CH:10][C:5]=2[C:4](=[O:11])[O:3][C:2]1=[O:12].[H-].[Na+].I[CH2:16][CH2:17][CH2:18][CH2:19][CH3:20].C(OCC)(=O)C. Given the product [CH2:16]([N:1]1[C:6]2[CH:7]=[CH:8][CH:9]=[CH:10][C:5]=2[C:4](=[O:11])[O:3][C:2]1=[O:12])[CH2:17][CH2:18][CH2:19][CH3:20], predict the reactants needed to synthesize it. (7) Given the product [CH2:1]([O:3][C@H:4]1[CH2:9][CH2:8][C@H:7]([NH2:10])[CH2:6][CH2:5]1)[CH3:2], predict the reactants needed to synthesize it. The reactants are: [CH2:1]([O:3][C@H:4]1[CH2:9][CH2:8][C@H:7]([NH:10]C(=O)OC(C)(C)C)[CH2:6][CH2:5]1)[CH3:2].